From a dataset of Catalyst prediction with 721,799 reactions and 888 catalyst types from USPTO. Predict which catalyst facilitates the given reaction. Reactant: [CH2:1]([O:8][C:9]1[CH:10]=[C:11]([CH2:15][CH:16]([NH:27]C(OC(C)(C)C)=O)[C:17]([O:19][CH2:20][C:21]2[CH:26]=[CH:25][CH:24]=[CH:23][CH:22]=2)=[O:18])[CH:12]=[CH:13][CH:14]=1)[C:2]1[CH:7]=[CH:6][CH:5]=[CH:4][CH:3]=1.C(O)(C(F)(F)F)=O. Product: [NH2:27][CH:16]([CH2:15][C:11]1[CH:12]=[CH:13][CH:14]=[C:9]([O:8][CH2:1][C:2]2[CH:3]=[CH:4][CH:5]=[CH:6][CH:7]=2)[CH:10]=1)[C:17]([O:19][CH2:20][C:21]1[CH:22]=[CH:23][CH:24]=[CH:25][CH:26]=1)=[O:18]. The catalyst class is: 2.